Dataset: Reaction yield outcomes from USPTO patents with 853,638 reactions. Task: Predict the reaction yield, written as a fraction of the theoretical maximum amount of product (1.0 means a 100% yield; for example, 0.34 means a 34% yield). The yield is 0.740. The catalyst is ClCCl. The reactants are [ClH:1].[CH3:2][NH:3][O:4][CH3:5].[NH2:6][C:7]1[N:15]=[CH:14][C:13]([Br:16])=[CH:12][C:8]=1[C:9](O)=[O:10].CN1CCOCC1.C1CN([P+](ON2N=NC3C=CC=CC2=3)(N2CCCC2)N2CCCC2)CC1.F[P-](F)(F)(F)(F)F. The product is [ClH:1].[CH3:5][O:4][N:3]([CH3:2])[C:9](=[O:10])[C:8]1[CH:12]=[C:13]([Br:16])[CH:14]=[N:15][C:7]=1[NH2:6].